Task: Predict the reaction yield, written as a fraction of the theoretical maximum amount of product (1.0 means a 100% yield; for example, 0.34 means a 34% yield).. Dataset: Reaction yield outcomes from USPTO patents with 853,638 reactions (1) The reactants are [CH3:1][CH:2]([OH:9])[CH2:3][CH2:4][CH2:5][CH2:6][CH2:7][CH3:8].[O-]Cl.[Na+]. The catalyst is ClCCl. The product is [CH3:1][C:2](=[O:9])[CH2:3][CH2:4][CH2:5][CH2:6][CH2:7][CH3:8]. The yield is 0.986. (2) The product is [F:20][C:18]1[CH:19]=[C:14]([C:10]2([O:13][CH3:25])[CH2:11][CH2:12][N:8]([C:6]([O:5][C:1]([CH3:4])([CH3:2])[CH3:3])=[O:7])[CH2:9]2)[CH:15]=[C:16]([F:21])[CH:17]=1. The reactants are [C:1]([O:5][C:6]([N:8]1[CH2:12][CH2:11][C:10]([C:14]2[CH:19]=[C:18]([F:20])[CH:17]=[C:16]([F:21])[CH:15]=2)([OH:13])[CH2:9]1)=[O:7])([CH3:4])([CH3:3])[CH3:2].[H-].[Na+].I[CH3:25].[Cl-].[NH4+]. The catalyst is O1CCCC1. The yield is 0.660. (3) The reactants are [F:1][C:2]1[C:10]2[CH2:9][CH2:8][CH2:7][CH2:6][C:5]=2[N:4]2[CH2:11][CH2:12][N:13]([C:16]3[N:23]=[CH:22][CH:21]=[C:20]([C:24]4[CH:29]=[C:28]([NH:30][C:31]5[S:32][C:33]6[CH2:34][N:35]([CH3:40])[CH2:36][CH2:37][C:38]=6[N:39]=5)[C:27](=[O:41])[N:26]([CH3:42])[CH:25]=4)[C:17]=3[CH:18]=[O:19])[C:14](=[O:15])[C:3]=12.[BH4-].[Na+]. The catalyst is CO. The product is [F:1][C:2]1[C:10]2[CH2:9][CH2:8][CH2:7][CH2:6][C:5]=2[N:4]2[CH2:11][CH2:12][N:13]([C:16]3[C:17]([CH2:18][OH:19])=[C:20]([C:24]4[CH:29]=[C:28]([NH:30][C:31]5[S:32][C:33]6[CH2:34][N:35]([CH3:40])[CH2:36][CH2:37][C:38]=6[N:39]=5)[C:27](=[O:41])[N:26]([CH3:42])[CH:25]=4)[CH:21]=[CH:22][N:23]=3)[C:14](=[O:15])[C:3]=12. The yield is 0.350. (4) The reactants are [Br:1][C:2]1[C:3]([CH3:16])=[C:4]([NH:8][C:9]([C:11]2[NH:12][CH:13]=[CH:14]N=2)=O)[CH:5]=[CH:6][CH:7]=1.C(=O)([O-])[O-:18].[K+].[K+].Br[CH2:24][CH:25](OCC)OCC. The catalyst is CN(C=O)C.CCOC(C)=O. The product is [Br:1][C:2]1[CH:7]=[CH:6][CH:5]=[C:4]2[C:3]=1[CH:16]=[C:9]([C:11]([N:12]1[CH2:13][CH2:14][CH2:25][CH2:24]1)=[O:18])[NH:8]2. The yield is 0.670.